Regression. Given two drug SMILES strings and cell line genomic features, predict the synergy score measuring deviation from expected non-interaction effect. From a dataset of NCI-60 drug combinations with 297,098 pairs across 59 cell lines. (1) Drug 1: C1CC(=O)NC(=O)C1N2CC3=C(C2=O)C=CC=C3N. Drug 2: CC1C(C(CC(O1)OC2CC(CC3=C2C(=C4C(=C3O)C(=O)C5=C(C4=O)C(=CC=C5)OC)O)(C(=O)C)O)N)O.Cl. Cell line: HT29. Synergy scores: CSS=17.1, Synergy_ZIP=-2.36, Synergy_Bliss=0.470, Synergy_Loewe=-18.9, Synergy_HSA=0.904. (2) Drug 1: CC(C)(C#N)C1=CC(=CC(=C1)CN2C=NC=N2)C(C)(C)C#N. Drug 2: CC1=C2C(C(=O)C3(C(CC4C(C3C(C(C2(C)C)(CC1OC(=O)C(C(C5=CC=CC=C5)NC(=O)OC(C)(C)C)O)O)OC(=O)C6=CC=CC=C6)(CO4)OC(=O)C)O)C)O. Cell line: NCI-H322M. Synergy scores: CSS=-4.37, Synergy_ZIP=5.60, Synergy_Bliss=4.00, Synergy_Loewe=-8.00, Synergy_HSA=-10.4. (3) Drug 1: CC12CCC3C(C1CCC2OP(=O)(O)O)CCC4=C3C=CC(=C4)OC(=O)N(CCCl)CCCl.[Na+]. Drug 2: CC1C(C(CC(O1)OC2CC(CC3=C2C(=C4C(=C3O)C(=O)C5=C(C4=O)C(=CC=C5)OC)O)(C(=O)CO)O)N)O.Cl. Cell line: SK-MEL-5. Synergy scores: CSS=57.7, Synergy_ZIP=15.0, Synergy_Bliss=15.2, Synergy_Loewe=-17.5, Synergy_HSA=15.6. (4) Drug 1: CC1OCC2C(O1)C(C(C(O2)OC3C4COC(=O)C4C(C5=CC6=C(C=C35)OCO6)C7=CC(=C(C(=C7)OC)O)OC)O)O. Drug 2: CN(CC1=CN=C2C(=N1)C(=NC(=N2)N)N)C3=CC=C(C=C3)C(=O)NC(CCC(=O)O)C(=O)O. Cell line: RXF 393. Synergy scores: CSS=24.9, Synergy_ZIP=-8.55, Synergy_Bliss=-2.59, Synergy_Loewe=0.526, Synergy_HSA=0.690. (5) Drug 1: CN(C(=O)NC(C=O)C(C(C(CO)O)O)O)N=O. Drug 2: CC1C(C(CC(O1)OC2CC(CC3=C2C(=C4C(=C3O)C(=O)C5=C(C4=O)C(=CC=C5)OC)O)(C(=O)CO)O)N)O.Cl. Cell line: NCI-H522. Synergy scores: CSS=59.0, Synergy_ZIP=0.932, Synergy_Bliss=2.34, Synergy_Loewe=2.14, Synergy_HSA=4.61. (6) Drug 2: CC1CCC2CC(C(=CC=CC=CC(CC(C(=O)C(C(C(=CC(C(=O)CC(OC(=O)C3CCCCN3C(=O)C(=O)C1(O2)O)C(C)CC4CCC(C(C4)OC)OCCO)C)C)O)OC)C)C)C)OC. Cell line: RXF 393. Drug 1: C1CC(=O)NC(=O)C1N2CC3=C(C2=O)C=CC=C3N. Synergy scores: CSS=22.9, Synergy_ZIP=2.07, Synergy_Bliss=5.93, Synergy_Loewe=0.0848, Synergy_HSA=5.91.